Predict the reaction yield, written as a fraction of the theoretical maximum amount of product (1.0 means a 100% yield; for example, 0.34 means a 34% yield). From a dataset of Reaction yield outcomes from USPTO patents with 853,638 reactions. (1) The reactants are [Cl:1][C:2]1[N:7]=[C:6]([C:8]2[CH:13]=[CH:12][C:11]([N+:14]([O-])=O)=[CH:10][CH:9]=2)[N:5]=[C:4]([N:17]2[CH2:22][CH2:21][O:20][CH2:19][CH2:18]2)[C:3]=1[O:23][CH2:24][CH3:25]. The catalyst is [Pt].CO.CC(=O)OCC. The product is [Cl:1][C:2]1[C:3]([O:23][CH2:24][CH3:25])=[C:4]([N:17]2[CH2:22][CH2:21][O:20][CH2:19][CH2:18]2)[N:5]=[C:6]([C:8]2[CH:13]=[CH:12][C:11]([NH2:14])=[CH:10][CH:9]=2)[N:7]=1. The yield is 0.830. (2) The reactants are [CH3:1][N:2]1[CH2:7][CH2:6][NH:5][CH2:4][CH2:3]1.Br[C:9]1[CH:10]=[C:11]([N+:16]([O-:18])=[O:17])[C:12]([CH3:15])=[N:13][CH:14]=1.C1(P(C2C=CC=CC=2)C2C3OC4C(=CC=CC=4P(C4C=CC=CC=4)C4C=CC=CC=4)C(C)(C)C=3C=CC=2)C=CC=CC=1.C(=O)([O-])[O-].[Cs+].[Cs+]. The catalyst is O1CCOCC1.C1C=CC(/C=C/C(/C=C/C2C=CC=CC=2)=O)=CC=1.C1C=CC(/C=C/C(/C=C/C2C=CC=CC=2)=O)=CC=1.C1C=CC(/C=C/C(/C=C/C2C=CC=CC=2)=O)=CC=1.[Pd].[Pd]. The product is [CH3:1][N:2]1[CH2:7][CH2:6][N:5]([C:9]2[CH:14]=[N:13][C:12]([CH3:15])=[C:11]([N+:16]([O-:18])=[O:17])[CH:10]=2)[CH2:4][CH2:3]1. The yield is 0.710. (3) The reactants are [CH2:1]([O:5][CH2:6][C:7]1[CH:14]=[CH:13][C:10]([CH2:11]N)=[CH:9][CH:8]=1)[CH2:2][CH2:3][CH3:4].C(O)(=[O:17])C.N([O-])=O.[Na+].C(=O)([O-])[O-].[K+].[K+]. The catalyst is CO.O. The product is [CH2:1]([O:5][CH2:6][C:7]1[CH:14]=[CH:13][C:10]([CH2:11][OH:17])=[CH:9][CH:8]=1)[CH2:2][CH2:3][CH3:4]. The yield is 0.780. (4) The reactants are [CH2:1]([N:8]1[C:17](=[O:18])[C:16]2[C:11](=[CH:12][CH:13]=[CH:14][CH:15]=2)[C:10]([C:19]2[C:27]3[C:22](=[CH:23][CH:24]=[CH:25][CH:26]=3)[N:21]([CH2:28][C:29]([O:31]C(C)(C)C)=[O:30])[C:20]=2[CH3:36])=[N:9]1)[C:2]1[CH:7]=[CH:6][CH:5]=[CH:4][CH:3]=1. The catalyst is FC(F)(F)C(O)=O. The product is [CH2:1]([N:8]1[C:17](=[O:18])[C:16]2[C:11](=[CH:12][CH:13]=[CH:14][CH:15]=2)[C:10]([C:19]2[C:27]3[C:22](=[CH:23][CH:24]=[CH:25][CH:26]=3)[N:21]([CH2:28][C:29]([OH:31])=[O:30])[C:20]=2[CH3:36])=[N:9]1)[C:2]1[CH:7]=[CH:6][CH:5]=[CH:4][CH:3]=1. The yield is 0.960. (5) The reactants are [Cl:1][C:2]1[CH:3]=[C:4]([NH:9][C:10]2[C:19]3[C:14](=[CH:15][C:16]([O:22][CH2:23][C:24]4[S:25][C:26]5[CH2:27][NH:28][CH2:29][CH2:30][C:31]=5[N:32]=4)=[C:17]([O:20][CH3:21])[CH:18]=3)[N:13]=[CH:12][N:11]=2)[CH:5]=[CH:6][C:7]=1[Cl:8].[CH:33](=O)[CH3:34].[BH3-]C#N.[Na+].CO.C(OCC)(=O)C. The catalyst is C1COCC1.CO. The product is [ClH:1].[Cl:1][C:2]1[CH:3]=[C:4]([NH:9][C:10]2[C:19]3[C:14](=[CH:15][C:16]([O:22][CH2:23][C:24]4[S:25][C:26]5[CH2:27][N:28]([CH2:33][CH3:34])[CH2:29][CH2:30][C:31]=5[N:32]=4)=[C:17]([O:20][CH3:21])[CH:18]=3)[N:13]=[CH:12][N:11]=2)[CH:5]=[CH:6][C:7]=1[Cl:8]. The yield is 0.120. (6) The reactants are [ClH:1].[CH3:2][O:3][C:4](=[O:16])[CH2:5][CH2:6][O:7][C:8]1[CH:13]=[CH:12][CH:11]=[C:10]([C:14]#[N:15])[CH:9]=1.Cl. The catalyst is CO.[Pd]. The product is [ClH:1].[NH2:15][CH2:14][C:10]1[CH:9]=[C:8]([CH:13]=[CH:12][CH:11]=1)[O:7][CH2:6][CH2:5][C:4]([O:3][CH3:2])=[O:16]. The yield is 0.840.